This data is from Reaction yield outcomes from USPTO patents with 853,638 reactions. The task is: Predict the reaction yield, written as a fraction of the theoretical maximum amount of product (1.0 means a 100% yield; for example, 0.34 means a 34% yield). (1) The reactants are [Br:1][C:2]1[C:3](F)=[C:4]2[C:10]([NH:11][C:12](=[O:19])[C:13]3[CH:18]=[CH:17][CH:16]=[N:15][CH:14]=3)=[CH:9][NH:8][C:5]2=[N:6][CH:7]=1.[NH:21]1[CH2:24][CH:23]([NH:25][C:26](=[O:32])[O:27][C:28]([CH3:31])([CH3:30])[CH3:29])[CH2:22]1. The catalyst is CCCCO. The product is [Br:1][C:2]1[C:3]([N:21]2[CH2:24][CH:23]([NH:25][C:26](=[O:32])[O:27][C:28]([CH3:30])([CH3:29])[CH3:31])[CH2:22]2)=[C:4]2[C:10]([NH:11][C:12](=[O:19])[C:13]3[CH:18]=[CH:17][CH:16]=[N:15][CH:14]=3)=[CH:9][NH:8][C:5]2=[N:6][CH:7]=1. The yield is 0.370. (2) The reactants are [I:1][C:2]1[C:10]2[C:5](=[N:6][CH:7]=[N:8][C:9]=2[NH2:11])[NH:4][N:3]=1.O[CH:13]1[CH2:17][CH2:16][N:15](C(OC(C)(C)C)=O)[CH2:14]1.C1(P(C2C=CC=CC=2)C2C=CC=CC=2)C=CC=CC=1.N(C(OCC)=O)=NC(OCC)=O.[ClH:56]. The catalyst is O1CCCC1.CC(C)=O. The product is [ClH:56].[I:1][C:2]1[C:10]2[C:5](=[N:6][CH:7]=[N:8][C:9]=2[NH2:11])[N:4]([CH:13]2[CH2:17][CH2:16][NH:15][CH2:14]2)[N:3]=1. The yield is 0.650. (3) The reactants are N(OCCC(C)C)=O.N[C:10]1[S:11][C:12]2[CH:18]=[CH:17][CH:16]=[C:15]([CH3:19])[C:13]=2[N:14]=1.[ClH:20]. The catalyst is C(#N)C.[Cu](Cl)Cl. The product is [Cl:20][C:10]1[S:11][C:12]2[CH:18]=[CH:17][CH:16]=[C:15]([CH3:19])[C:13]=2[N:14]=1. The yield is 0.710.